This data is from Full USPTO retrosynthesis dataset with 1.9M reactions from patents (1976-2016). The task is: Predict the reactants needed to synthesize the given product. (1) Given the product [CH2:29]([O:28][C:17]1[C:18]([CH:25]([CH3:27])[CH3:26])=[CH:19][C:20]([CH:22]([CH3:23])[CH3:24])=[CH:21][C:16]=1[C:15]1[C:9]2[CH:8]=[C:7]([CH:6]=[CH:5][C:4]([OH:32])=[O:3])[S:11][C:10]=2[CH:12]=[CH:13][CH:14]=1)[CH2:30][CH3:31], predict the reactants needed to synthesize it. The reactants are: C([O:3][C:4](=[O:32])[CH:5]=[CH:6][C:7]1[S:11][C:10]2[CH:12]=[CH:13][CH:14]=[C:15]([C:16]3[CH:21]=[C:20]([CH:22]([CH3:24])[CH3:23])[CH:19]=[C:18]([CH:25]([CH3:27])[CH3:26])[C:17]=3[O:28][CH2:29][CH2:30][CH3:31])[C:9]=2[CH:8]=1)C.C1COCC1.[Li+].[OH-]. (2) Given the product [NH2:1][C:2]1[N:3]([CH2:18][CH3:19])[C:4]2[C:9]([C:10](=[O:16])[C:11]=1[C:12]([NH:14][CH3:15])=[O:13])=[CH:8][CH:7]=[C:6]([C:21]#[C:20][C:22]1([OH:27])[CH2:26][CH2:25][O:24][CH2:23]1)[N:5]=2, predict the reactants needed to synthesize it. The reactants are: [NH2:1][C:2]1[N:3]([CH2:18][CH3:19])[C:4]2[C:9]([C:10](=[O:16])[C:11]=1[C:12]([NH:14][CH3:15])=[O:13])=[CH:8][CH:7]=[C:6](Cl)[N:5]=2.[C:20]([C:22]1([OH:27])[CH2:26][CH2:25][O:24][CH2:23]1)#[CH:21]. (3) Given the product [Br:15][C:11]1[C:12]([F:14])=[CH:13][C:7]2[CH:6]=[C:5]([C:3]([OH:4])=[O:2])[S:9][C:8]=2[CH:10]=1, predict the reactants needed to synthesize it. The reactants are: C[O:2][C:3]([C:5]1[S:9][C:8]2[CH:10]=[C:11]([Br:15])[C:12]([F:14])=[CH:13][C:7]=2[CH:6]=1)=[O:4].[Li+].[OH-].O. (4) The reactants are: [CH3:1][O:2][C:3](=[O:11])[CH:4]([CH3:10])[CH2:5][NH:6][CH2:7][CH:8]=[CH2:9].[Cl:12][C:13]1[N:18]=[C:17](Cl)[C:16]([N+:20]([O-:22])=[O:21])=[CH:15][N:14]=1.C(=O)(O)[O-].[K+]. Given the product [CH3:1][O:2][C:3](=[O:11])[CH:4]([CH3:10])[CH2:5][N:6]([CH2:7][CH:8]=[CH2:9])[C:17]1[C:16]([N+:20]([O-:22])=[O:21])=[CH:15][N:14]=[C:13]([Cl:12])[N:18]=1, predict the reactants needed to synthesize it. (5) The reactants are: [F:1][C:2]([F:19])([C:8]1[CH:13]=[CH:12][C:11]([S:14][C:15]([F:18])([F:17])[F:16])=[CH:10][CH:9]=1)[C:3]([O:5]CC)=[O:4].[OH-].[Na+]. Given the product [F:19][C:2]([F:1])([C:8]1[CH:9]=[CH:10][C:11]([S:14][C:15]([F:16])([F:17])[F:18])=[CH:12][CH:13]=1)[C:3]([OH:5])=[O:4], predict the reactants needed to synthesize it. (6) Given the product [F:38][C:19]([F:18])([F:37])[C:20]1[CH:21]=[C:22]([C:30]2[CH:34]=[C:33]([CH2:35][N:14]3[CH:13]=[C:12]4[N:17]=[C:9]([C:3]5[CH:4]=[CH:5][CH:6]=[C:7]([F:8])[C:2]=5[F:1])[N:10]=[C:11]4[CH:16]=[N:15]3)[O:32][N:31]=2)[CH:23]=[C:24]([C:26]([F:29])([F:27])[F:28])[CH:25]=1, predict the reactants needed to synthesize it. The reactants are: [F:1][C:2]1[C:7]([F:8])=[CH:6][CH:5]=[CH:4][C:3]=1[C:9]1[N:17]=[C:12]2[CH:13]=[N:14][NH:15][CH:16]=[C:11]2[N:10]=1.[F:18][C:19]([F:38])([F:37])[C:20]1[CH:21]=[C:22]([C:30]2[CH:34]=[C:33]([CH2:35]Cl)[O:32][N:31]=2)[CH:23]=[C:24]([C:26]([F:29])([F:28])[F:27])[CH:25]=1. (7) Given the product [Cl:17][C:18]1[C:23]([Cl:24])=[CH:22][C:21]2[NH:25][C:10]([C:7]3[CH:8]=[CH:9][C:4]([C:1]([OH:3])=[O:2])=[CH:5][CH:6]=3)=[N:26][C:20]=2[CH:19]=1, predict the reactants needed to synthesize it. The reactants are: [C:1]([C:4]1[CH:9]=[CH:8][C:7]([CH:10](O)S([O-])(=O)=O)=[CH:6][CH:5]=1)([OH:3])=[O:2].[Na+].[Cl:17][C:18]1[CH:19]=[C:20]([NH2:26])[C:21]([NH2:25])=[CH:22][C:23]=1[Cl:24].Cl. (8) Given the product [CH2:42]([C:44]1[CH:45]=[CH:46][C:47]([S:50]([O:1][C:2]2[CH:10]=[CH:9][C:8]([C:11]3[N:12]([C:27]([O:29][C:30]([CH3:31])([CH3:33])[CH3:32])=[O:28])[C:13]4[C:18]([CH:19]=3)=[CH:17][C:16]([CH2:20][N:21]3[CH2:26][CH2:25][CH2:24][CH2:23][CH2:22]3)=[CH:15][CH:14]=4)=[C:7]3[C:3]=2[CH2:4][NH:5][C:6]3=[O:34])(=[O:52])=[O:51])=[CH:48][CH:49]=1)[CH3:43], predict the reactants needed to synthesize it. The reactants are: [OH:1][C:2]1[CH:10]=[CH:9][C:8]([C:11]2[N:12]([C:27]([O:29][C:30]([CH3:33])([CH3:32])[CH3:31])=[O:28])[C:13]3[C:18]([CH:19]=2)=[CH:17][C:16]([CH2:20][N:21]2[CH2:26][CH2:25][CH2:24][CH2:23][CH2:22]2)=[CH:15][CH:14]=3)=[C:7]2[C:3]=1[CH2:4][NH:5][C:6]2=[O:34].C(N(CC)CC)C.[CH2:42]([C:44]1[CH:49]=[CH:48][C:47]([S:50](Cl)(=[O:52])=[O:51])=[CH:46][CH:45]=1)[CH3:43].